Dataset: Peptide-MHC class I binding affinity with 185,985 pairs from IEDB/IMGT. Task: Regression. Given a peptide amino acid sequence and an MHC pseudo amino acid sequence, predict their binding affinity value. This is MHC class I binding data. (1) The peptide sequence is GPKVKQWPL. The MHC is HLA-B58:01 with pseudo-sequence HLA-B58:01. The binding affinity (normalized) is 0. (2) The peptide sequence is KLRGMGFNAV. The MHC is HLA-A68:02 with pseudo-sequence HLA-A68:02. The binding affinity (normalized) is 0.0192.